Dataset: Forward reaction prediction with 1.9M reactions from USPTO patents (1976-2016). Task: Predict the product of the given reaction. (1) Given the reactants [H-].[Al+3].[Li+].[H-].[H-].[H-].[NH2:7][C@@H:8]([C:14]1[CH:19]=[CH:18][CH:17]=[CH:16][CH:15]=1)[C@H:9]([CH3:13])[C:10]([NH2:12])=O, predict the reaction product. The product is: [CH3:13][C@H:9]([CH2:10][NH2:12])[C@H:8]([C:14]1[CH:19]=[CH:18][CH:17]=[CH:16][CH:15]=1)[NH2:7]. (2) Given the reactants Cl[C:2]1[N:7]=[C:6]([N:8]([CH3:23])[CH:9]2[CH2:14][CH2:13][N:12]([C:15]3[CH:22]=[CH:21][C:18]([C:19]#[N:20])=[CH:17][N:16]=3)[CH2:11][CH2:10]2)[C:5]([Cl:24])=[CH:4][N:3]=1.CCN(C(C)C)C(C)C.Cl.[CH3:35][N:36]1[CH:40]=[C:39]([NH2:41])[C:38]([CH3:42])=[N:37]1.C(Cl)Cl.CO, predict the reaction product. The product is: [Cl:24][C:5]1[C:6]([N:8]([CH3:23])[CH:9]2[CH2:14][CH2:13][N:12]([C:15]3[CH:22]=[CH:21][C:18]([C:19]#[N:20])=[CH:17][N:16]=3)[CH2:11][CH2:10]2)=[N:7][C:2]([NH:41][C:39]2[C:38]([CH3:42])=[N:37][N:36]([CH3:35])[CH:40]=2)=[N:3][CH:4]=1. (3) Given the reactants [Br:1][C:2]1[CH:10]=[C:9]2[C:5]([CH2:6][CH2:7][C:8]2=[O:11])=[CH:4][CH:3]=1.[CH3:12][O:13][C:14](=[O:17])[CH:15]=[CH2:16], predict the reaction product. The product is: [CH3:12][O:13][C:14](=[O:17])[CH2:15][CH2:16][C:7]1([CH2:16][CH2:15][C:14]([O:13][CH3:12])=[O:17])[CH2:6][C:5]2[C:9](=[CH:10][C:2]([Br:1])=[CH:3][CH:4]=2)[C:8]1=[O:11]. (4) Given the reactants C(NC1N=C2C(N=C(OC)N2CC[C@@H]2CCOC2)=C(N)N=1)CCC.FC(F)(F)C(O)=O.[CH3:32][C@H:33]([O:37][C:38]1[NH:39][C:40]([NH2:49])=[C:41]2[C:45]([N:46]=1)=[N:44][C:43]([O:47][CH3:48])=[N:42]2)[CH2:34][CH2:35][CH3:36].Br[CH2:51][CH2:52][CH2:53][CH:54]1[CH2:59][CH2:58][O:57][C:56]([CH3:61])([CH3:60])[CH2:55]1, predict the reaction product. The product is: [CH3:60][C:56]1([CH3:61])[CH2:55][CH:54]([CH2:53][CH2:52][CH2:51][N:44]2[C:43]([O:47][CH3:48])=[N:42][C:41]3[C:45]2=[N:46][C:38]([O:37][C@@H:33]([CH3:32])[CH2:34][CH2:35][CH3:36])=[N:39][C:40]=3[NH2:49])[CH2:59][CH2:58][O:57]1. (5) Given the reactants Cl[C:2]1[N:7]=[C:6](Cl)[N:5]=[C:4]([C:9]2[CH:14]=[CH:13][CH:12]=[CH:11][CH:10]=2)[N:3]=1.[CH3:15][C:16]1[CH:21]=[C:20]([CH3:22])[N:19]=[C:18]([C:23]2[CH:28]=[CH:27][C:26](B3OC(C)(C)C(C)(C)O3)=[CH:25][CH:24]=2)[N:17]=1.P([O-])([O-])([O-])=O.[K+].[K+].[K+], predict the reaction product. The product is: [CH3:22][C:20]1[CH:21]=[C:16]([CH3:15])[N:17]=[C:18]([C:23]2[CH:28]=[CH:27][C:26]([C:2]3[N:7]=[C:6]([C:26]4[CH:25]=[CH:24][C:23]([C:18]5[N:19]=[C:20]([CH3:22])[CH:21]=[C:16]([CH3:15])[N:17]=5)=[CH:28][CH:27]=4)[N:5]=[C:4]([C:9]4[CH:14]=[CH:13][CH:12]=[CH:11][CH:10]=4)[N:3]=3)=[CH:25][CH:24]=2)[N:19]=1. (6) Given the reactants [Br:1][C:2]1[CH:7]=[CH:6][C:5]([C@@H:8]([C:16]2[N:17]=[N:18][N:19]([CH3:21])[CH:20]=2)[NH:9]S(C(C)(C)C)=O)=[CH:4][CH:3]=1.[ClH:22], predict the reaction product. The product is: [Cl-:22].[Br:1][C:2]1[CH:7]=[CH:6][C:5]([C@@H:8]([C:16]2[N:17]=[N:18][N:19]([CH3:21])[CH:20]=2)[NH3+:9])=[CH:4][CH:3]=1.